Dataset: Full USPTO retrosynthesis dataset with 1.9M reactions from patents (1976-2016). Task: Predict the reactants needed to synthesize the given product. (1) Given the product [CH3:33][C:32]1[CH:31]=[C:30]([CH3:34])[CH:29]=[C:28]([CH3:35])[C:27]=1[NH:24][C:25]([NH:1][C:2]1[C:3]([C:12]([NH:14][C@H:15]([C:20]([O:22][CH3:23])=[O:21])[CH2:16][CH:17]([CH3:19])[CH3:18])=[O:13])=[CH:4][C:5]2[C:10]([CH:11]=1)=[CH:9][CH:8]=[CH:7][CH:6]=2)=[O:26], predict the reactants needed to synthesize it. The reactants are: [NH2:1][C:2]1[C:3]([C:12]([NH:14][C@H:15]([C:20]([O:22][CH3:23])=[O:21])[CH2:16][CH:17]([CH3:19])[CH3:18])=[O:13])=[CH:4][C:5]2[C:10]([CH:11]=1)=[CH:9][CH:8]=[CH:7][CH:6]=2.[N:24]([C:27]1[C:32]([CH3:33])=[CH:31][C:30]([CH3:34])=[CH:29][C:28]=1[CH3:35])=[C:25]=[O:26]. (2) Given the product [CH:23](/[C:20]1[CH:21]=[CH:22][C:17]([C:2]2[C:3]([NH2:8])=[N:4][CH:5]=[CH:6][CH:7]=2)=[CH:18][CH:19]=1)=[CH:24]\[C:25]1[CH:30]=[CH:29][CH:28]=[CH:27][CH:26]=1, predict the reactants needed to synthesize it. The reactants are: Br[C:2]1[C:3]([NH2:8])=[N:4][CH:5]=[CH:6][CH:7]=1.CC1(C)C(C)(C)OB([C:17]2[CH:22]=[CH:21][C:20](/[CH:23]=[CH:24]/[C:25]3[CH:30]=[CH:29][CH:28]=[CH:27][CH:26]=3)=[CH:19][CH:18]=2)O1.C(=O)([O-])[O-].[Na+].[Na+]. (3) The reactants are: [F:1][C:2]1[CH:7]=[C:6]([C:8]2[N:9]=[CH:10][S:11][CH:12]=2)[CH:5]=[CH:4][C:3]=1[C:13](=[O:15])[CH3:14].[F:16][C:17]([F:24])([F:23])[C:18](OCC)=[O:19].C[O-].[Na+]. Given the product [F:16][C:17]([F:24])([F:23])[C:18](=[O:19])[CH2:14][C:13]([C:3]1[CH:4]=[CH:5][C:6]([C:8]2[N:9]=[CH:10][S:11][CH:12]=2)=[CH:7][C:2]=1[F:1])=[O:15], predict the reactants needed to synthesize it. (4) Given the product [O:11]=[C:4]1[C:5]2[C:10](=[CH:9][CH:8]=[CH:7][CH:6]=2)[C:2](=[O:1])[N:3]1[CH2:12][CH2:13][CH2:14][CH2:15][CH2:16][CH2:17][CH2:18][CH2:19][CH2:20][CH2:21][CH2:22][CH2:23][P:24](=[O:25])([OH:31])[OH:28], predict the reactants needed to synthesize it. The reactants are: [O:1]=[C:2]1[C:10]2[C:5](=[CH:6][CH:7]=[CH:8][CH:9]=2)[C:4](=[O:11])[N:3]1[CH2:12][CH2:13][CH2:14][CH2:15][CH2:16][CH2:17][CH2:18][CH2:19][CH2:20][CH2:21][CH2:22][CH2:23][P:24](=[O:31])([O:28]CC)[O:25]CC.Br[Si](C)(C)C.O. (5) The reactants are: [N:1]1([C:7]2[N:12]=[CH:11][NH:10][C:9](=[O:13])[CH:8]=2)[CH2:6][CH2:5][NH:4][CH2:3][CH2:2]1.[Br:14][C:15]1[CH:22]=[C:19]([CH:20]=O)[C:18]([OH:23])=[CH:17][CH:16]=1. Given the product [Br:14][C:15]1[CH:16]=[CH:17][C:18]([OH:23])=[C:19]([CH:22]=1)[CH2:20][N:4]1[CH2:5][CH2:6][N:1]([C:7]2[N:12]=[CH:11][NH:10][C:9](=[O:13])[CH:8]=2)[CH2:2][CH2:3]1, predict the reactants needed to synthesize it. (6) Given the product [O:20]1[CH2:21][CH2:22][O:23][CH2:24][CH:19]1[C:18]1[C:12]2[S:11][C:10]([NH:9][C:8]([N:39]3[CH2:40][C@@H:35]4[CH2:41][C@H:38]3[CH2:37][O:36]4)=[O:27])=[N:14][C:13]=2[C:15]([O:25][CH3:26])=[CH:16][CH:17]=1, predict the reactants needed to synthesize it. The reactants are: C1(O[C:8](=[O:27])[NH:9][C:10]2[S:11][C:12]3[C:18]([CH:19]4[CH2:24][O:23][CH2:22][CH2:21][O:20]4)=[CH:17][CH:16]=[C:15]([O:25][CH3:26])[C:13]=3[N:14]=2)C=CC=CC=1.FC(F)(F)C(O)=O.[C@H:35]12[CH2:41][C@H:38]([NH:39][CH2:40]1)[CH2:37][O:36]2.N1C=CC=CC=1.